From a dataset of Forward reaction prediction with 1.9M reactions from USPTO patents (1976-2016). Predict the product of the given reaction. (1) Given the reactants [Cl:1][C:2]1[C:3]([C:33]([C:36]#[N:37])([CH3:35])[CH3:34])=[CH:4][C:5]([O:30][CH2:31][CH3:32])=[C:6]([C:8]2[N:9]([C:27](Cl)=[O:28])[C@H:10]([C:20]3[CH:25]=[CH:24][C:23]([Cl:26])=[CH:22][CH:21]=3)[C@H:11]([C:13]3[CH:18]=[CH:17][C:16]([Cl:19])=[CH:15][CH:14]=3)[N:12]=2)[CH:7]=1.Cl.Cl.[CH3:40][O:41][CH2:42][CH:43]([NH:45][C:46](=[O:54])[CH2:47][N:48]1[CH2:53][CH2:52][NH:51][CH2:50][CH2:49]1)[CH3:44], predict the reaction product. The product is: [Cl:1][C:2]1[C:3]([C:33]([C:36]#[N:37])([CH3:34])[CH3:35])=[CH:4][C:5]([O:30][CH2:31][CH3:32])=[C:6]([C:8]2[N:9]([C:27]([N:51]3[CH2:52][CH2:53][N:48]([CH2:47][C:46]([NH:45][CH:43]([CH3:44])[CH2:42][O:41][CH3:40])=[O:54])[CH2:49][CH2:50]3)=[O:28])[C@H:10]([C:20]3[CH:21]=[CH:22][C:23]([Cl:26])=[CH:24][CH:25]=3)[C@H:11]([C:13]3[CH:14]=[CH:15][C:16]([Cl:19])=[CH:17][CH:18]=3)[N:12]=2)[CH:7]=1. (2) The product is: [C:39]([NH:43][S:44]([C:47]1[S:51][C:50]([C:6]2[N:7]=[CH:8][N:9]([C:11]3[N:16]=[C:15]([C:17]([F:18])([F:20])[F:19])[CH:14]=[C:13]([C:21]4[CH:26]=[CH:25][C:24]([C:27]([F:28])([F:29])[F:30])=[CH:23][CH:22]=4)[N:12]=3)[CH:10]=2)=[N:49][CH:48]=1)(=[O:45])=[O:46])([CH3:42])([CH3:40])[CH3:41]. Given the reactants C([Sn](CCCC)(CCCC)[C:6]1[N:7]=[CH:8][N:9]([C:11]2[N:16]=[C:15]([C:17]([F:20])([F:19])[F:18])[CH:14]=[C:13]([C:21]3[CH:26]=[CH:25][C:24]([C:27]([F:30])([F:29])[F:28])=[CH:23][CH:22]=3)[N:12]=2)[CH:10]=1)CCC.[C:39]([NH:43][S:44]([C:47]1[S:51][C:50](Cl)=[N:49][CH:48]=1)(=[O:46])=[O:45])([CH3:42])([CH3:41])[CH3:40].[F-].[K+].O, predict the reaction product. (3) Given the reactants CO[C:3](=[O:12])[C:4]1[CH:9]=[C:8](Br)[C:7](Cl)=[N:6][CH:5]=1.[NH:13]1[CH2:18][CH2:17][CH2:16][CH2:15][CH2:14]1.[Cl:19][C:20]1[CH:25]=[CH:24][C:23](B(O)O)=[CH:22][CH:21]=1.Cl.[NH2:30][C@@H:31]1[CH2:36][CH2:35][CH2:34][CH2:33][C@H:32]1[OH:37], predict the reaction product. The product is: [OH:37][C@@H:32]1[CH2:33][CH2:34][CH2:35][CH2:36][C@H:31]1[NH:30][C:3]([C:4]1[CH:9]=[C:8]([C:23]2[CH:24]=[CH:25][C:20]([Cl:19])=[CH:21][CH:22]=2)[C:7]([N:13]2[CH2:18][CH2:17][CH2:16][CH2:15][CH2:14]2)=[N:6][CH:5]=1)=[O:12]. (4) Given the reactants Cl[C:2]1[N:3]=[C:4]([OH:12])[C:5]2[CH:11]=[CH:10][N:9]=[CH:8][C:6]=2[N:7]=1.[CH3:13][N:14]([C:22]1[CH:27]=[CH:26][CH:25]=[CH:24][N:23]=1)[C:15]1[CH:20]=[CH:19][C:18]([OH:21])=[CH:17][CH:16]=1.C([O-])([O-])=O.[Cs+].[Cs+], predict the reaction product. The product is: [CH3:13][N:14]([C:22]1[CH:27]=[CH:26][CH:25]=[CH:24][N:23]=1)[C:15]1[CH:16]=[CH:17][C:18]([O:21][C:2]2[N:3]=[C:4]([OH:12])[C:5]3[CH:11]=[CH:10][N:9]=[CH:8][C:6]=3[N:7]=2)=[CH:19][CH:20]=1. (5) Given the reactants [CH3:1][O:2][C:3]1[CH:4]=[CH:5][C:6]2[S:12][CH2:11][CH2:10][NH:9][CH2:8][C:7]=2[N:13]=1.[CH:14]([C:16]1[CH:25]=[CH:24][C:19]([C:20]([O:22][CH3:23])=[O:21])=[C:18]([O:26][CH3:27])[CH:17]=1)=O.C(O[BH-](OC(=O)C)OC(=O)C)(=O)C.[Na+], predict the reaction product. The product is: [CH3:27][O:26][C:18]1[CH:17]=[C:16]([CH2:14][N:9]2[CH2:8][C:7]3[N:13]=[C:3]([O:2][CH3:1])[CH:4]=[CH:5][C:6]=3[S:12][CH2:11][CH2:10]2)[CH:25]=[CH:24][C:19]=1[C:20]([O:22][CH3:23])=[O:21]. (6) Given the reactants Cl[C:2]1[C:21]([C:22]2[N:26](C3CCCCO3)[N:25]=[CH:24][CH:23]=2)=[CH:20][C:5]([C:6]([NH:8][C:9]2[CH:14]=[CH:13][C:12]([O:15][C:16]([Cl:19])([F:18])[F:17])=[CH:11][CH:10]=2)=[O:7])=[CH:4][N:3]=1.[CH2:33]1[C:35]2([CH2:40][NH:39][CH2:38][CH2:37][N:36]2C(OC(C)(C)C)=O)[CH2:34]1, predict the reaction product. The product is: [Cl:19][C:16]([F:17])([F:18])[O:15][C:12]1[CH:13]=[CH:14][C:9]([NH:8][C:6](=[O:7])[C:5]2[CH:20]=[C:21]([C:22]3[NH:26][N:25]=[CH:24][CH:23]=3)[C:2]([N:39]3[CH2:40][C:35]4([CH2:33][CH2:34]4)[NH:36][CH2:37][CH2:38]3)=[N:3][CH:4]=2)=[CH:10][CH:11]=1. (7) Given the reactants [C:1]([C@@H:4]1[CH2:8][CH2:7][CH2:6][N:5]1[C:9](=[O:19])[CH2:10][NH:11][C:12](=[O:18])[O:13][C:14]([CH3:17])([CH3:16])[CH3:15])(=O)[NH2:2].N1C=CC=CC=1.FC(F)(F)C(OC(=O)C(F)(F)F)=O, predict the reaction product. The product is: [C:1]([C@@H:4]1[CH2:8][CH2:7][CH2:6][N:5]1[C:9](=[O:19])[CH2:10][NH:11][C:12](=[O:18])[O:13][C:14]([CH3:15])([CH3:16])[CH3:17])#[N:2].